From a dataset of Reaction yield outcomes from USPTO patents with 853,638 reactions. Predict the reaction yield, written as a fraction of the theoretical maximum amount of product (1.0 means a 100% yield; for example, 0.34 means a 34% yield). The reactants are [C:1]([O:5][C:6]([N:8]1[CH2:17][CH2:16][C:15]2[C:14](O)=[N:13][CH:12]=[N:11][C:10]=2[CH2:9]1)=[O:7])([CH3:4])([CH3:3])[CH3:2].C1(P(C2C=CC=CC=2)C2C=CC=CC=2)C=CC=CC=1.C(Cl)(Cl)(Cl)[Cl:39]. The catalyst is ClCCCl. The product is [C:1]([O:5][C:6]([N:8]1[CH2:17][CH2:16][C:15]2[C:14]([Cl:39])=[N:13][CH:12]=[N:11][C:10]=2[CH2:9]1)=[O:7])([CH3:4])([CH3:3])[CH3:2]. The yield is 0.870.